Dataset: Catalyst prediction with 721,799 reactions and 888 catalyst types from USPTO. Task: Predict which catalyst facilitates the given reaction. (1) Reactant: C[C:2](C)([O-:4])C.[K+].CO.C1COCC1.[CH3:14][C@H:15]1[CH2:20][NH:19][C@H:18]([CH3:21])[CH2:17][N:16]1[C:22]1[CH:29]=[CH:28][C:25]([C:26]#[N:27])=[C:24](F)[CH:23]=1. Product: [CH3:14][C@H:15]1[CH2:20][NH:19][C@H:18]([CH3:21])[CH2:17][N:16]1[C:22]1[CH:29]=[CH:28][C:25]([C:26]#[N:27])=[C:24]([O:4][CH3:2])[CH:23]=1. The catalyst class is: 170. (2) Reactant: [CH2:1]([C:6]1[C:10]2[CH:11]=[CH:12][CH:13]=[CH:14][C:9]=2[O:8][C:7]=1[C:15]1[CH:16]=[C:17]2[C:22](=[CH:23][CH:24]=1)[CH:21]=[C:20]([OH:25])[CH:19]=[CH:18]2)[CH2:2][CH2:3][CH2:4][CH3:5].[Br:26]Br.C([O-])(=O)C.[K+]. Product: [Br:26][C:21]1[C:22]2[C:17](=[CH:16][C:15]([C:7]3[O:8][C:9]4[CH:14]=[CH:13][CH:12]=[CH:11][C:10]=4[C:6]=3[CH2:1][CH2:2][CH2:3][CH2:4][CH3:5])=[CH:24][CH:23]=2)[CH:18]=[CH:19][C:20]=1[OH:25]. The catalyst class is: 15.